This data is from Reaction yield outcomes from USPTO patents with 853,638 reactions. The task is: Predict the reaction yield, written as a fraction of the theoretical maximum amount of product (1.0 means a 100% yield; for example, 0.34 means a 34% yield). (1) The reactants are [C:1]([O:5][C:6]([N:8]([C@H:16]1[CH2:24][O:23][CH2:22][C@H](O)[C@@H:20](O)[C@H:19]([CH3:27])[O:18][C:17]1=[O:28])[C:9](=[O:15])[O:10][C:11]([CH3:14])([CH3:13])[CH3:12])=[O:7])([CH3:4])([CH3:3])[CH3:2].[O-]S([O-])(=O)=O.[Na+].[Na+].CN(C1C2C(N(C)C)=CC=CC=2C=CC=1)C.F[B-](F)(F)F.C[O+:58]([CH3:60])[CH3:59].C[CH2:62][O:63]C(C)=O. The catalyst is C(Cl)Cl. The product is [C:1]([O:5][C:6]([N:8]([C@H:16]1[CH2:24][O:23][CH2:22][C@H:59]([O:58][CH3:60])[C@@H:20]([O:63][CH3:62])[C@H:19]([CH3:27])[O:18][C:17]1=[O:28])[C:9](=[O:15])[O:10][C:11]([CH3:14])([CH3:12])[CH3:13])=[O:7])([CH3:4])([CH3:2])[CH3:3]. The yield is 0.570. (2) The reactants are [NH2:1][C:2]1[C:11]2[C:6](=[C:7](Br)[CH:8]=[CH:9][CH:10]=2)[N:5]=[N:4][C:3]=1[C:13]([NH:15][CH2:16][CH2:17][CH3:18])=[O:14].[F:19][C:20]1[CH:21]=[C:22](B(O)O)[CH:23]=[CH:24][C:25]=1[F:26]. The yield is 0.987. The product is [NH2:1][C:2]1[C:11]2[C:6](=[C:7]([C:23]3[CH:22]=[CH:21][C:20]([F:19])=[C:25]([F:26])[CH:24]=3)[CH:8]=[CH:9][CH:10]=2)[N:5]=[N:4][C:3]=1[C:13]([NH:15][CH2:16][CH2:17][CH3:18])=[O:14]. No catalyst specified. (3) The reactants are [CH3:1][O:2][C:3]1[CH:4]=[C:5]([C:12]2[CH:17]=[CH:16][CH:15]=[CH:14][CH:13]=2)[CH:6]=[C:7]([N+:9]([O-])=O)[CH:8]=1. The catalyst is C(O)C.[Pd]. The product is [CH3:1][O:2][C:3]1[CH:8]=[C:7]([NH2:9])[CH:6]=[C:5]([C:12]2[CH:17]=[CH:16][CH:15]=[CH:14][CH:13]=2)[CH:4]=1. The yield is 0.910.